Task: Regression. Given two drug SMILES strings and cell line genomic features, predict the synergy score measuring deviation from expected non-interaction effect.. Dataset: NCI-60 drug combinations with 297,098 pairs across 59 cell lines (1) Drug 1: C1CCN(CC1)CCOC2=CC=C(C=C2)C(=O)C3=C(SC4=C3C=CC(=C4)O)C5=CC=C(C=C5)O. Drug 2: CNC(=O)C1=NC=CC(=C1)OC2=CC=C(C=C2)NC(=O)NC3=CC(=C(C=C3)Cl)C(F)(F)F. Cell line: HCT116. Synergy scores: CSS=31.4, Synergy_ZIP=1.09, Synergy_Bliss=0.515, Synergy_Loewe=-2.63, Synergy_HSA=-2.30. (2) Drug 1: C1CC(=O)NC(=O)C1N2CC3=C(C2=O)C=CC=C3N. Drug 2: CN(C)C1=NC(=NC(=N1)N(C)C)N(C)C. Cell line: MDA-MB-231. Synergy scores: CSS=1.03, Synergy_ZIP=0.462, Synergy_Bliss=1.96, Synergy_Loewe=-2.39, Synergy_HSA=-1.60.